Dataset: Reaction yield outcomes from USPTO patents with 853,638 reactions. Task: Predict the reaction yield, written as a fraction of the theoretical maximum amount of product (1.0 means a 100% yield; for example, 0.34 means a 34% yield). (1) The reactants are [CH2:1]([N:5]([CH2:24][CH2:25][CH2:26][CH3:27])[C:6]1[CH:11]=[CH:10][C:9]([CH:12]=[CH:13][C:14]2[CH:21]=[CH:20][C:17]([CH:18]=O)=[CH:16][CH:15]=2)=[C:8]([O:22][CH3:23])[CH:7]=1)[CH2:2][CH2:3][CH3:4].[C:28]([C:30]1[C:31](=[C:46]([C:49]#[N:50])[C:47]#[N:48])[O:32][C:33]([C:40]2[CH:45]=[CH:44][CH:43]=[CH:42][CH:41]=2)([C:36]([F:39])([F:38])[F:37])[C:34]=1[CH3:35])#[N:29]. The catalyst is C(O)C.O1CCCC1. The product is [CH2:24]([N:5]([CH2:1][CH2:2][CH2:3][CH3:4])[C:6]1[CH:11]=[CH:10][C:9]([CH:12]=[CH:13][C:14]2[CH:21]=[CH:20][C:17]([CH:18]=[CH:35][C:34]3[C:33]([C:40]4[CH:45]=[CH:44][CH:43]=[CH:42][CH:41]=4)([C:36]([F:39])([F:37])[F:38])[O:32][C:31](=[C:46]([C:49]#[N:50])[C:47]#[N:48])[C:30]=3[C:28]#[N:29])=[CH:16][CH:15]=2)=[C:8]([O:22][CH3:23])[CH:7]=1)[CH2:25][CH2:26][CH3:27]. The yield is 0.177. (2) The product is [NH2:32][C:30]1[CH:29]=[CH:28][C:3]([O:4][C:5]2[CH:10]=[CH:9][N:8]=[C:7]3[CH:11]=[C:12]([C:14]4[N:19]=[CH:18][C:17]([CH2:20][N:21]5[CH2:26][CH2:25][O:24][CH2:23][C:22]5=[O:27])=[CH:16][CH:15]=4)[S:13][C:6]=23)=[C:2]([F:1])[CH:31]=1. The yield is 0.510. The catalyst is CO.O.[Zn]. The reactants are [F:1][C:2]1[CH:31]=[C:30]([N+:32]([O-])=O)[CH:29]=[CH:28][C:3]=1[O:4][C:5]1[CH:10]=[CH:9][N:8]=[C:7]2[CH:11]=[C:12]([C:14]3[N:19]=[CH:18][C:17]([CH2:20][N:21]4[CH2:26][CH2:25][O:24][CH2:23][C:22]4=[O:27])=[CH:16][CH:15]=3)[S:13][C:6]=12.[NH4+].[Cl-]. (3) The reactants are [CH3:1][O:2][C:3]1[CH:12]=[C:11]2[C:6]([C:7]([NH:28][C:29]3[CH:30]=[C:31]4[C:35](=[CH:36][CH:37]=3)[N:34](C(OC(C)(C)C)=O)[N:33]=[CH:32]4)=[N:8][C:9]([C:13]3[CH:18]=[CH:17][CH:16]=[C:15]([NH:19][C:20](=[O:27])[C:21]4[CH:26]=[CH:25][CH:24]=[N:23][CH:22]=4)[CH:14]=3)=[N:10]2)=[CH:5][C:4]=1[O:45][CH2:46][CH2:47][O:48][CH3:49].[C:50]([OH:56])([C:52]([F:55])([F:54])[F:53])=[O:51]. The catalyst is C(Cl)Cl. The yield is 0.710. The product is [F:53][C:52]([F:55])([F:54])[C:50]([OH:56])=[O:51].[NH:34]1[C:35]2[C:31](=[CH:30][C:29]([NH:28][C:7]3[C:6]4[C:11](=[CH:12][C:3]([O:2][CH3:1])=[C:4]([O:45][CH2:46][CH2:47][O:48][CH3:49])[CH:5]=4)[N:10]=[C:9]([C:13]4[CH:14]=[C:15]([NH:19][C:20](=[O:27])[C:21]5[CH:26]=[CH:25][CH:24]=[N:23][CH:22]=5)[CH:16]=[CH:17][CH:18]=4)[N:8]=3)=[CH:37][CH:36]=2)[CH:32]=[N:33]1. (4) The reactants are [O:1]([C:8]1[CH:13]=[CH:12][C:11]([C:14]2[C:18]([C:19]([O:21][C:22]([CH3:25])([CH3:24])[CH3:23])=[O:20])=[CH:17][NH:16][N:15]=2)=[CH:10][CH:9]=1)[C:2]1[CH:7]=[CH:6][CH:5]=[CH:4][CH:3]=1.[H-].[Na+].[CH:28]1(I)[CH2:32][CH2:31][CH2:30][CH2:29]1.CCOC(C)=O. The catalyst is CN(C)C=O. The product is [CH:28]1([N:16]2[CH:17]=[C:18]([C:19]([O:21][C:22]([CH3:25])([CH3:24])[CH3:23])=[O:20])[C:14]([C:11]3[CH:10]=[CH:9][C:8]([O:1][C:2]4[CH:3]=[CH:4][CH:5]=[CH:6][CH:7]=4)=[CH:13][CH:12]=3)=[N:15]2)[CH2:32][CH2:31][CH2:30][CH2:29]1. The yield is 0.690.